Dataset: Reaction yield outcomes from USPTO patents with 853,638 reactions. Task: Predict the reaction yield, written as a fraction of the theoretical maximum amount of product (1.0 means a 100% yield; for example, 0.34 means a 34% yield). (1) The reactants are C(OC([CH2:8][CH2:9][NH:10][C:11]1[CH:12]=[C:13]([C:25]([OH:27])=O)[C:14](=[O:24])[N:15]([C:17]2[CH:22]=[CH:21][C:20]([F:23])=[CH:19][CH:18]=2)[CH:16]=1)=O)(C)(C)C.Cl.Cl.[F:30][C:31]1[CH:32]=[C:33]([NH:58]C(NC(=O)CC2C=CC(F)=CC=2)=S)[CH:34]=[CH:35][C:36]=1[O:37][C:38]1[C:43]2=[C:44]([CH3:57])C(OCCN3CCN(C)CC3)=CN2N=CN=1.CN([P+](ON1N=[N:90][C:85]2[CH:86]=CC=CC1=2)(N(C)C)N(C)C)C.F[P-](F)(F)(F)(F)F.C([N:101]([CH2:104]C)CC)C.C[N:107](C=O)C. The catalyst is O. The product is [NH:101]1[C:104]2=[N:90][CH:85]=[CH:86][C:38]([O:37][C:36]3[CH:35]=[CH:34][C:33]([NH:58][C:25]([C:13]4[C:14](=[O:24])[N:15]([C:17]5[CH:18]=[CH:19][C:20]([F:23])=[CH:21][CH:22]=5)[CH:16]=[C:11]([NH:10][CH2:9][CH2:8][NH2:107])[CH:12]=4)=[O:27])=[CH:32][C:31]=3[F:30])=[C:43]2[CH:44]=[CH:57]1. The yield is 0.270. (2) The reactants are C([O:8][C:9]1[CH:10]=[C:11]2[C:15](=[CH:16][CH:17]=1)[NH:14][C:13]([CH2:18][CH:19]([CH2:24][C:25]1[CH:30]=[CH:29][CH:28]=[CH:27][CH:26]=1)[C:20]([O:22][CH3:23])=[O:21])=[CH:12]2)C1C=CC=CC=1. The catalyst is C(O)C.[Pd]. The product is [OH:8][C:9]1[CH:10]=[C:11]2[C:15](=[CH:16][CH:17]=1)[NH:14][C:13]([CH2:18][CH:19]([CH2:24][C:25]1[CH:26]=[CH:27][CH:28]=[CH:29][CH:30]=1)[C:20]([O:22][CH3:23])=[O:21])=[CH:12]2. The yield is 1.00. (3) The reactants are [CH:1]1([C:7]([NH2:9])=[O:8])[CH2:6][CH2:5][CH2:4][CH2:3][CH2:2]1.Br[C:11]1[CH:12]=[N:13][CH:14]=[N:15][CH:16]=1.[O-]P([O-])([O-])=O.[K+].[K+].[K+].CNCCNC. The catalyst is [Cu]I.O1CCOCC1. The product is [N:13]1[CH:12]=[C:11]([NH:9][C:7]([CH:1]2[CH2:6][CH2:5][CH2:4][CH2:3][CH2:2]2)=[O:8])[CH:16]=[N:15][CH:14]=1. The yield is 0.750. (4) The reactants are [S:1]1[CH:5]=[CH:4][CH:3]=[C:2]1[S:6]([NH:9][C:10]1[CH:11]=[CH:12][CH:13]=[C:14]2[C:18]=1[NH:17][C:16]([C:19]1[S:20][CH:21]([CH2:24][C:25]([OH:27])=O)[CH2:22][N:23]=1)=[CH:15]2)(=[O:8])=[O:7].C[N:29](C)C=O.Cl.CN(C)CCCN=C=NCC. The catalyst is C(OCC)(=O)C. The product is [S:1]1[CH:5]=[CH:4][CH:3]=[C:2]1[S:6]([NH:9][C:10]1[CH:11]=[CH:12][CH:13]=[C:14]2[C:18]=1[NH:17][C:16]([C:19]1[S:20][CH:21]([CH2:24][C:25]([NH2:29])=[O:27])[CH2:22][N:23]=1)=[CH:15]2)(=[O:7])=[O:8]. The yield is 0.770. (5) The catalyst is ClCCCl.O. The product is [Cl:13][C:11]1[C:10]([CH2:14][C:15]([O:17][CH3:18])=[O:16])=[C:9]([N:19]([CH2:21][C:22]([NH:24][CH:25]2[CH2:29][CH2:28][CH2:27][CH2:26]2)=[O:23])[CH3:20])[N:8]=[C:7]([CH2:6][C:5]2[CH:30]=[CH:31][C:2]([NH:1][CH2:38][CH:32]3[CH2:37][CH2:36][CH2:35][CH2:34][CH2:33]3)=[CH:3][CH:4]=2)[N:12]=1. The reactants are [NH2:1][C:2]1[CH:31]=[CH:30][C:5]([CH2:6][C:7]2[N:12]=[C:11]([Cl:13])[C:10]([CH2:14][C:15]([O:17][CH3:18])=[O:16])=[C:9]([N:19]([CH2:21][C:22]([NH:24][CH:25]3[CH2:29][CH2:28][CH2:27][CH2:26]3)=[O:23])[CH3:20])[N:8]=2)=[CH:4][CH:3]=1.[CH:32]1([CH:38]=O)[CH2:37][CH2:36][CH2:35][CH2:34][CH2:33]1.C(O)(=O)C.C(O[BH-](OC(=O)C)OC(=O)C)(=O)C.[Na+].[OH-].[Na+]. The yield is 0.510. (6) The reactants are [Br:1][C:2]1[NH:6][N:5]=[C:4]([CH:7]2[CH2:12][CH2:11][N:10]([C:13]([O:15][C:16]([CH3:19])([CH3:18])[CH3:17])=[O:14])[CH2:9][CH2:8]2)[N:3]=1.[N+](=[CH:22][Si](C)(C)C)=[N-].CCCCCC. The catalyst is C1(C)C=CC=CC=1.CO. The product is [Br:1][C:2]1[N:6]([CH3:22])[N:5]=[C:4]([CH:7]2[CH2:12][CH2:11][N:10]([C:13]([O:15][C:16]([CH3:19])([CH3:18])[CH3:17])=[O:14])[CH2:9][CH2:8]2)[N:3]=1. The yield is 0.553. (7) The reactants are [F:1][C:2]1[C:3](I)=[C:4]([C:8]([N:10]2[C@@H:14]3[CH2:15][CH2:16][C@H:11]2[C@H:12]([NH:17][C:18]2[CH:23]=[N:22][C:21]([C:24]([F:27])([F:26])[F:25])=[CH:20][N:19]=2)[CH2:13]3)=[O:9])[CH:5]=[CH:6][CH:7]=1.C([Sn](CCCC)(CCCC)[C:34]1[O:35][CH:36]=[CH:37][N:38]=1)CCC. The catalyst is COCCOC. The product is [F:1][C:2]1[C:3]([C:34]2[O:35][CH:36]=[CH:37][N:38]=2)=[C:4]([C:8]([N:10]2[C@@H:14]3[CH2:15][CH2:16][C@H:11]2[C@H:12]([NH:17][C:18]2[CH:23]=[N:22][C:21]([C:24]([F:27])([F:26])[F:25])=[CH:20][N:19]=2)[CH2:13]3)=[O:9])[CH:5]=[CH:6][CH:7]=1. The yield is 0.390. (8) The reactants are [Cl:1][C:2]1[C:3]([CH3:30])=[C:4]([NH:10][C@H:11]([C@H:27]([OH:29])[CH3:28])[C:12]([NH:14][NH:15][C:16](=[O:26])[C:17]2[CH:22]=[CH:21][C:20]([N+:23]([O-:25])=[O:24])=[CH:19][CH:18]=2)=[O:13])[CH:5]=[CH:6][C:7]=1[C:8]#[N:9].N1C=CN=C1.[CH3:36][C:37]([Si:40](Cl)([CH3:42])[CH3:41])([CH3:39])[CH3:38]. The catalyst is CN(C=O)C. The product is [Si:40]([O:29][C@H:27]([CH3:28])[C@@H:11]([NH:10][C:4]1[CH:5]=[CH:6][C:7]([C:8]#[N:9])=[C:2]([Cl:1])[C:3]=1[CH3:30])[C:12]([NH:14][NH:15][C:16](=[O:26])[C:17]1[CH:22]=[CH:21][C:20]([N+:23]([O-:25])=[O:24])=[CH:19][CH:18]=1)=[O:13])([C:37]([CH3:39])([CH3:38])[CH3:36])([CH3:42])[CH3:41]. The yield is 0.560.